From a dataset of Catalyst prediction with 721,799 reactions and 888 catalyst types from USPTO. Predict which catalyst facilitates the given reaction. (1) Reactant: [CH3:1][C:2]1[N:6]([C:7]2[CH:12]=[CH:11][C:10]([C:13]([F:16])([F:15])[F:14])=[CH:9][N:8]=2)[N:5]=[CH:4][C:3]=1[C:17]([OH:19])=O.C[N:21](C)C=O.S(Cl)(Cl)=O. Product: [CH3:1][C:2]1[N:6]([C:7]2[CH:12]=[CH:11][C:10]([C:13]([F:16])([F:15])[F:14])=[CH:9][N:8]=2)[N:5]=[CH:4][C:3]=1[C:17]([NH2:21])=[O:19]. The catalyst class is: 11. (2) Reactant: [CH:1]([C:4]1[CH:11]=[CH:10][C:7]([CH2:8]Cl)=[CH:6][CH:5]=1)([CH3:3])[CH3:2].[C-:12]#[N:13].[Na+].O. Product: [CH:1]([C:4]1[CH:11]=[CH:10][C:7]([CH2:8][C:12]#[N:13])=[CH:6][CH:5]=1)([CH3:3])[CH3:2]. The catalyst class is: 9. (3) Reactant: C(N(CC)CC)C.[C:8]1([SH:14])[CH:13]=[CH:12][CH:11]=[CH:10][CH:9]=1.[C:15]1(=[O:21])[O:20][C:18](=[O:19])[CH:17]=[CH:16]1. Product: [C:8]1([S:14][CH:17]2[CH2:16][C:15](=[O:21])[O:20][C:18]2=[O:19])[CH:13]=[CH:12][CH:11]=[CH:10][CH:9]=1. The catalyst class is: 11. (4) Reactant: O.[NH2:2][NH2:3].Cl[C:5]1[C:6]([C:12](=O)[CH2:13][C:14]2[CH:19]=[CH:18][CH:17]=[CH:16][C:15]=2[F:20])=[N:7][CH:8]=[C:9]([Cl:11])[CH:10]=1. Product: [Cl:11][C:9]1[CH:10]=[C:5]2[NH:3][N:2]=[C:12]([CH2:13][C:14]3[CH:19]=[CH:18][CH:17]=[CH:16][C:15]=3[F:20])[C:6]2=[N:7][CH:8]=1. The catalyst class is: 377.